This data is from Peptide-MHC class I binding affinity with 185,985 pairs from IEDB/IMGT. The task is: Regression. Given a peptide amino acid sequence and an MHC pseudo amino acid sequence, predict their binding affinity value. This is MHC class I binding data. (1) The peptide sequence is PDPPTDTPL. The MHC is Mamu-A11 with pseudo-sequence Mamu-A11. The binding affinity (normalized) is 0.0246. (2) The peptide sequence is WYYDFHFFV. The MHC is HLA-A02:03 with pseudo-sequence HLA-A02:03. The binding affinity (normalized) is 0.125. (3) The peptide sequence is VENSPRASL. The MHC is HLA-B18:01 with pseudo-sequence HLA-B18:01. The binding affinity (normalized) is 0.416. (4) The peptide sequence is FHGIFYSIF. The MHC is HLA-A01:01 with pseudo-sequence HLA-A01:01. The binding affinity (normalized) is 0.0847. (5) The peptide sequence is HEGEGIPLY. The MHC is HLA-A03:01 with pseudo-sequence HLA-A03:01. The binding affinity (normalized) is 0.0847.